This data is from Human liver microsome stability data. The task is: Regression/Classification. Given a drug SMILES string, predict its absorption, distribution, metabolism, or excretion properties. Task type varies by dataset: regression for continuous measurements (e.g., permeability, clearance, half-life) or binary classification for categorical outcomes (e.g., BBB penetration, CYP inhibition). Dataset: hlm. (1) The drug is CC(C)c1noc(CN2CCC(O[C@H]3CC[C@H](Oc4cnc(S(C)(=O)=O)cn4)CC3)CC2)n1. The result is 0 (unstable in human liver microsomes). (2) The molecule is O=C(Nc1cc(F)c(-c2cn[nH]c2)c(F)c1)C1COc2ccccc2C1. The result is 0 (unstable in human liver microsomes). (3) The compound is CCN1CCN(S(=O)(=O)c2cnc(OCCOC)c(-c3nc(O)c4nn5c(c4n3)C(C)CCC5)c2)CC1. The result is 1 (stable in human liver microsomes). (4) The compound is FC(F)(F)CN1CCC(n2cnc3cnc4[nH]ccc4c32)CC1. The result is 0 (unstable in human liver microsomes).